The task is: Predict which catalyst facilitates the given reaction.. This data is from Catalyst prediction with 721,799 reactions and 888 catalyst types from USPTO. (1) Reactant: [NH2:1][C:2]1[C:7]2=[CH:8][CH:9]=[C:10]([C@@H:11]3[O:15][C:14]([CH2:18][OH:19])([CH2:16][OH:17])[C@@H:13]([O:20][Si:21]([C:24]([CH3:27])([CH3:26])[CH3:25])([CH3:23])[CH3:22])[CH2:12]3)[N:6]2[N:5]=[CH:4][N:3]=1. Product: [NH2:1][C:2]1[C:7]2=[CH:8][CH:9]=[C:10]([C@@H:11]3[O:15][C@@:14]([CH2:18][OH:19])([CH:16]=[O:17])[C@@H:13]([O:20][Si:21]([C:24]([CH3:27])([CH3:26])[CH3:25])([CH3:22])[CH3:23])[CH2:12]3)[N:6]2[N:5]=[CH:4][N:3]=1. The catalyst class is: 10. (2) Reactant: [NH2:1][C:2]1[C:3]([N+:11]([O-])=O)=[CH:4][C:5]2[O:9][CH2:8][CH2:7][C:6]=2[CH:10]=1.[H][H]. Product: [NH2:1][C:2]1[C:3]([NH2:11])=[CH:4][C:5]2[O:9][CH2:8][CH2:7][C:6]=2[CH:10]=1. The catalyst class is: 50. (3) Reactant: [F:1][B-](F)(F)F.[C:6]([C:8]1[CH:13]=[C:12]([S:14][C:15]#[N:16])[CH:11]=[CH:10][C:9]=1[N+]#N)#[N:7]. Product: [F:1][C:9]1[CH:10]=[CH:11][C:12]([S:14][C:15]#[N:16])=[CH:13][C:8]=1[C:6]#[N:7]. The catalyst class is: 6. (4) Reactant: [NH2:1][C:2]1[C:6]2[CH:7]=[N:8][C:9]3[CH:10]=[C:11]([O:17][CH3:18])[C:12]([O:15][CH3:16])=[CH:13][C:14]=3[C:5]=2[S:4](=O)[C:3]=1[C:20]([O:22][CH3:23])=[O:21].[CH3:24][O:25][C:26]1[CH:34]=[CH:33][C:29]([C:30](Cl)=[O:31])=[CH:28][CH:27]=1.CCN(CC)CC. Product: [CH3:18][O:17][C:11]1[C:12]([O:15][CH3:16])=[CH:13][C:14]2[C:5]3[S:4][C:3]([C:20]([O:22][CH3:23])=[O:21])=[C:2]([NH:1][C:30](=[O:31])[C:29]4[CH:33]=[CH:34][C:26]([O:25][CH3:24])=[CH:27][CH:28]=4)[C:6]=3[CH:7]=[N:8][C:9]=2[CH:10]=1. The catalyst class is: 2. (5) Reactant: [C:1]([C:3]1[CH:8]=[CH:7][C:6]([NH:9][CH2:10][C:11]([O:13][C:14]([CH3:17])([CH3:16])[CH3:15])=[O:12])=[C:5]([F:18])[CH:4]=1)#[N:2].[NH2:19][OH:20]. Product: [NH2:2][C:1](=[N:19][OH:20])[C:3]1[CH:8]=[CH:7][C:6]([NH:9][CH2:10][C:11]([O:13][C:14]([CH3:15])([CH3:17])[CH3:16])=[O:12])=[C:5]([F:18])[CH:4]=1. The catalyst class is: 5. (6) Reactant: [CH2:1]([O:3][C:4]1[CH:9]=[CH:8][C:7]([S:10]([N:13]([CH2:21][C:22]2[CH:30]=[CH:29][C:25]([C:26]([OH:28])=O)=[CH:24][CH:23]=2)[CH2:14][C:15]2[CH:20]=[CH:19][CH:18]=[CH:17][N:16]=2)(=[O:12])=[O:11])=[CH:6][CH:5]=1)[CH3:2].[C:31]([O:35][C:36]([N:38]1[CH2:43][CH:42]2[CH:40]([CH:41]2[NH2:44])[CH2:39]1)=[O:37])([CH3:34])([CH3:33])[CH3:32].Cl.CN(C)CCCN=C=NCC.ON1C2C=CC=CC=2N=N1.CN1CCOCC1. Product: [C:31]([O:35][C:36]([N:38]1[CH2:39][CH:40]2[CH:42]([CH:41]2[NH:44][C:26](=[O:28])[C:25]2[CH:29]=[CH:30][C:22]([CH2:21][N:13]([S:10]([C:7]3[CH:8]=[CH:9][C:4]([O:3][CH2:1][CH3:2])=[CH:5][CH:6]=3)(=[O:12])=[O:11])[CH2:14][C:15]3[CH:20]=[CH:19][CH:18]=[CH:17][N:16]=3)=[CH:23][CH:24]=2)[CH2:43]1)=[O:37])([CH3:34])([CH3:32])[CH3:33]. The catalyst class is: 18. (7) Reactant: [CH3:1][C:2]1[N:10]=[CH:9][CH:8]=[CH:7][C:3]=1[C:4]([OH:6])=O.C(N(C(C)C)CC)(C)C.[C:20]12([CH2:30][NH2:31])[CH2:29][CH:24]3[CH2:25][CH:26]([CH2:28][CH:22]([CH2:23]3)[CH2:21]1)[CH2:27]2.F[P-](F)(F)(F)(F)F.N1(O[P+](N(C)C)(N(C)C)N(C)C)C2C=CC=CC=2N=N1. Product: [C:20]12([CH2:30][NH:31][C:4](=[O:6])[C:3]3[CH:7]=[CH:8][CH:9]=[N:10][C:2]=3[CH3:1])[CH2:27][CH:26]3[CH2:25][CH:24]([CH2:23][CH:22]([CH2:28]3)[CH2:21]1)[CH2:29]2. The catalyst class is: 3. (8) Reactant: [F:1][C:2]1[CH:7]=[CH:6][C:5]([CH2:8][CH2:9][C:10]([O:12][CH3:13])=[O:11])=[C:4]([OH:14])[CH:3]=1.[N+](C1C=C(S(O[CH2:28][C@@H:29]2[CH2:31][O:30]2)(=O)=O)C=CC=1)([O-])=O.C([O-])([O-])=O.[Cs+].[Cs+]. Product: [CH3:13][O:12][C:10](=[O:11])[CH2:9][CH2:8][C:5]1[CH:6]=[CH:7][C:2]([F:1])=[CH:3][C:4]=1[O:14][CH2:28][C@@H:29]1[CH2:31][O:30]1. The catalyst class is: 3. (9) Reactant: [F:1][C:2]1[CH:3]=[CH:4][C:5]([OH:27])=[C:6]([C@H:8]2[CH2:12][CH2:11][CH2:10][N:9]2[C:13]2[CH:18]=[CH:17][N:16]3[N:19]=[CH:20][C:21]([C:22]([O:24][CH2:25][CH3:26])=[O:23])=[C:15]3[N:14]=2)[CH:7]=1.Cl[CH2:29][CH:30]1[CH2:34][O:33][C:32]([CH3:36])([CH3:35])[O:31]1.C(=O)([O-])[O-].[K+].[K+].[Br-].[Na+]. Product: [CH3:35][C:32]1([CH3:36])[O:31][CH:30]([CH2:29][O:27][C:5]2[CH:4]=[CH:3][C:2]([F:1])=[CH:7][C:6]=2[C@H:8]2[CH2:12][CH2:11][CH2:10][N:9]2[C:13]2[CH:18]=[CH:17][N:16]3[N:19]=[CH:20][C:21]([C:22]([O:24][CH2:25][CH3:26])=[O:23])=[C:15]3[N:14]=2)[CH2:34][O:33]1. The catalyst class is: 3.